Dataset: Reaction yield outcomes from USPTO patents with 853,638 reactions. Task: Predict the reaction yield, written as a fraction of the theoretical maximum amount of product (1.0 means a 100% yield; for example, 0.34 means a 34% yield). (1) The reactants are [F:1][C:2]([F:15])([F:14])[CH2:3][N:4]1[CH2:12][C:11]2[C:6](=[CH:7][CH:8]=[C:9]([NH2:13])[CH:10]=2)[CH2:5]1.Cl[C:17]1[N:22]=[C:21]([NH:23][C@@H:24]2[CH2:29][CH2:28][CH2:27][N:26]([C:30](=[O:33])[CH:31]=[CH2:32])[CH2:25]2)[C:20]([F:34])=[CH:19][N:18]=1.C([O-])([O-])=O.[Cs+].[Cs+].CN(C1C(C2C(P(C3CCCCC3)C3CCCCC3)=CC=CC=2)=CC=CC=1)C. The catalyst is C1C=CC(/C=C/C(/C=C/C2C=CC=CC=2)=O)=CC=1.C1C=CC(/C=C/C(/C=C/C2C=CC=CC=2)=O)=CC=1.C1C=CC(/C=C/C(/C=C/C2C=CC=CC=2)=O)=CC=1.[Pd].[Pd]. The product is [F:34][C:20]1[C:21]([NH:23][C@@H:24]2[CH2:29][CH2:28][CH2:27][N:26]([C:30](=[O:33])[CH:31]=[CH2:32])[CH2:25]2)=[N:22][C:17]([NH:13][C:9]2[CH:10]=[C:11]3[C:6](=[CH:7][CH:8]=2)[CH2:5][N:4]([CH2:3][C:2]([F:1])([F:14])[F:15])[CH2:12]3)=[N:18][CH:19]=1. The yield is 0.374. (2) The reactants are [CH3:1][N:2]1[C:10]2[NH:9][C:8](=[O:11])[N:7]([CH3:12])[C:6]=2[C:5](=[O:13])[NH:4][C:3]1=[O:14].[H-].[Na+].[C:17]([O:23][CH2:24]Cl)(=[O:22])[C:18]([CH3:21])([CH3:20])[CH3:19].O. The catalyst is CS(C)=O. The product is [C:17]([O:23][CH2:24][N:9]1[C:8](=[O:11])[N:7]([CH3:12])[C:6]2[C:5](=[O:13])[NH:4][C:3](=[O:14])[N:2]([CH3:1])[C:10]1=2)(=[O:22])[C:18]([CH3:21])([CH3:20])[CH3:19]. The yield is 0.280. (3) The reactants are [NH:1]1[CH:5]=[CH:4][N:3]=[CH:2]1.[CH:6](OCC)([O:10][CH2:11][CH3:12])[O:7][CH2:8][CH3:9].O.C1(C)C=CC(S(O)(=O)=O)=CC=1. No catalyst specified. The product is [CH2:8]([O:7][CH:6]([O:10][CH2:11][CH3:12])[N:1]1[CH:5]=[CH:4][N:3]=[CH:2]1)[CH3:9]. The yield is 0.670. (4) The reactants are Cl[C:2]1[C:3]([C:8]2([C:21]([O:23][CH3:24])=[O:22])[CH2:13][CH2:12][N:11]([C:14]([O:16][C:17]([CH3:20])([CH3:19])[CH3:18])=[O:15])[CH2:10][CH2:9]2)=[N:4][CH:5]=[CH:6][N:7]=1.[S:25]1[C:29]2[CH:30]=[CH:31][CH:32]=[CH:33][C:28]=2[N:27]=[C:26]1[NH:34][C:35]1[CH:40]=[CH:39][C:38]([OH:41])=[CH:37][CH:36]=1.C(=O)([O-])[O-].[Cs+].[Cs+].CS(C)=O. The catalyst is O. The product is [S:25]1[C:29]2[CH:30]=[CH:31][CH:32]=[CH:33][C:28]=2[N:27]=[C:26]1[NH:34][C:35]1[CH:40]=[CH:39][C:38]([O:41][C:2]2[C:3]([C:8]3([C:21]([O:23][CH3:24])=[O:22])[CH2:13][CH2:12][N:11]([C:14]([O:16][C:17]([CH3:20])([CH3:19])[CH3:18])=[O:15])[CH2:10][CH2:9]3)=[N:4][CH:5]=[CH:6][N:7]=2)=[CH:37][CH:36]=1. The yield is 0.393.